The task is: Predict the reactants needed to synthesize the given product.. This data is from Full USPTO retrosynthesis dataset with 1.9M reactions from patents (1976-2016). (1) Given the product [Cl:1][C:2]1[CH:9]=[C:8]([N:10]([CH2:16][C:17]2[CH:22]=[CH:21][CH:20]=[CH:19][C:18]=2[Cl:23])[C@H:11]2[CH2:15][CH2:14][N:13]([CH2:25][CH2:26][C:27]([F:30])([F:29])[F:28])[CH2:12]2)[CH:7]=[CH:6][C:3]=1[C:4]#[N:5], predict the reactants needed to synthesize it. The reactants are: [Cl:1][C:2]1[CH:9]=[C:8]([N:10]([CH2:16][C:17]2[CH:22]=[CH:21][CH:20]=[CH:19][C:18]=2[Cl:23])[C@H:11]2[CH2:15][CH2:14][NH:13][CH2:12]2)[CH:7]=[CH:6][C:3]=1[C:4]#[N:5].I[CH2:25][CH2:26][C:27]([F:30])([F:29])[F:28]. (2) Given the product [CH2:28]([O:27][C:25](=[O:26])[CH2:24][N:10]1[C:9](=[O:12])[N:8]([CH2:13][CH2:14][O:15][CH3:16])[C:7]([C:5]2[S:6][C:2]([Cl:1])=[CH:3][CH:4]=2)=[N:11]1)[CH3:29], predict the reactants needed to synthesize it. The reactants are: [Cl:1][C:2]1[S:6][C:5]([C:7]2[N:8]([CH2:13][CH2:14][O:15][CH3:16])[C:9](=[O:12])[NH:10][N:11]=2)=[CH:4][CH:3]=1.C(=O)([O-])[O-].[K+].[K+].Cl[CH2:24][C:25]([O:27][CH2:28][CH3:29])=[O:26]. (3) Given the product [CH:23]1([N:22]2[C:21]3[CH:29]=[CH:30][C:31]([C:33]([OH:35])=[O:34])=[CH:32][C:20]=3[N:19]=[C:18]2[C:13]2[CH:14]=[C:15]3[C:10](=[CH:11][CH:12]=2)[N:9]=[C:8]([C:6]2[CH:7]=[CH:2][C:3]([N:46]4[CH:45]=[CH:44][N:48]=[CH:47]4)=[CH:4][CH:5]=2)[CH:17]=[CH:16]3)[CH2:24][CH2:25][CH2:26][CH2:27][CH2:28]1, predict the reactants needed to synthesize it. The reactants are: Br[C:2]1[CH:3]=[CH:4][C:5](O)=[C:6]([C:8]2[CH:17]=[CH:16][C:15]3[C:10](=[CH:11][CH:12]=[C:13]([C:18]4[N:22]([CH:23]5[CH2:28][CH2:27][CH2:26][CH2:25][CH2:24]5)[C:21]5[CH:29]=[CH:30][C:31]([C:33]([OH:35])=[O:34])=[CH:32][C:20]=5[N:19]=4)[CH:14]=3)[N:9]=2)[CH:7]=1.C(OC(C1C=C[C:45]2[N:46](C3CCCCC3)[C:47](C3C=CC(N)=C(C=O)C=3)=[N:48][C:44]=2C=1)=O)C.N1(C2C=CC(C(=O)C)=CC=2)C=CN=C1.[OH-].[K+].